Task: Regression. Given two drug SMILES strings and cell line genomic features, predict the synergy score measuring deviation from expected non-interaction effect.. Dataset: NCI-60 drug combinations with 297,098 pairs across 59 cell lines (1) Drug 1: C1=NNC2=C1C(=O)NC=N2. Drug 2: C(CCl)NC(=O)N(CCCl)N=O. Cell line: MOLT-4. Synergy scores: CSS=14.8, Synergy_ZIP=-3.15, Synergy_Bliss=4.45, Synergy_Loewe=-0.186, Synergy_HSA=1.92. (2) Drug 1: C1=NC2=C(N=C(N=C2N1C3C(C(C(O3)CO)O)F)Cl)N. Drug 2: CC1=C(C(=O)C2=C(C1=O)N3CC4C(C3(C2COC(=O)N)OC)N4)N. Cell line: HOP-92. Synergy scores: CSS=10.8, Synergy_ZIP=-4.26, Synergy_Bliss=4.55, Synergy_Loewe=0.755, Synergy_HSA=2.86. (3) Drug 1: CN1CCC(CC1)COC2=C(C=C3C(=C2)N=CN=C3NC4=C(C=C(C=C4)Br)F)OC. Drug 2: C1=CC=C(C=C1)NC(=O)CCCCCCC(=O)NO. Cell line: HCC-2998. Synergy scores: CSS=-2.34, Synergy_ZIP=-3.73, Synergy_Bliss=-13.8, Synergy_Loewe=-20.6, Synergy_HSA=-13.0. (4) Drug 1: C1CN1P(=S)(N2CC2)N3CC3. Drug 2: C1=CN(C(=O)N=C1N)C2C(C(C(O2)CO)O)O.Cl. Cell line: T-47D. Synergy scores: CSS=39.2, Synergy_ZIP=-3.68, Synergy_Bliss=-0.645, Synergy_Loewe=6.51, Synergy_HSA=7.22. (5) Drug 1: C1CCN(CC1)CCOC2=CC=C(C=C2)C(=O)C3=C(SC4=C3C=CC(=C4)O)C5=CC=C(C=C5)O. Drug 2: CC1C(C(=O)NC(C(=O)N2CCCC2C(=O)N(CC(=O)N(C(C(=O)O1)C(C)C)C)C)C(C)C)NC(=O)C3=C4C(=C(C=C3)C)OC5=C(C(=O)C(=C(C5=N4)C(=O)NC6C(OC(=O)C(N(C(=O)CN(C(=O)C7CCCN7C(=O)C(NC6=O)C(C)C)C)C)C(C)C)C)N)C. Cell line: NCIH23. Synergy scores: CSS=17.2, Synergy_ZIP=-3.12, Synergy_Bliss=-2.56, Synergy_Loewe=-74.9, Synergy_HSA=-5.35. (6) Drug 1: C1CC(=O)NC(=O)C1N2C(=O)C3=CC=CC=C3C2=O. Drug 2: C1CN(P(=O)(OC1)NCCCl)CCCl. Cell line: HT29. Synergy scores: CSS=6.53, Synergy_ZIP=-3.04, Synergy_Bliss=3.10, Synergy_Loewe=-5.80, Synergy_HSA=0.505. (7) Drug 1: C1C(C(OC1N2C=C(C(=O)NC2=O)F)CO)O. Drug 2: C1=NNC2=C1C(=O)NC=N2. Cell line: UACC62. Synergy scores: CSS=30.1, Synergy_ZIP=-8.67, Synergy_Bliss=-1.63, Synergy_Loewe=-16.6, Synergy_HSA=0.541. (8) Drug 1: CC1C(C(=O)NC(C(=O)N2CCCC2C(=O)N(CC(=O)N(C(C(=O)O1)C(C)C)C)C)C(C)C)NC(=O)C3=C4C(=C(C=C3)C)OC5=C(C(=O)C(=C(C5=N4)C(=O)NC6C(OC(=O)C(N(C(=O)CN(C(=O)C7CCCN7C(=O)C(NC6=O)C(C)C)C)C)C(C)C)C)N)C. Drug 2: CN(CC1=CN=C2C(=N1)C(=NC(=N2)N)N)C3=CC=C(C=C3)C(=O)NC(CCC(=O)O)C(=O)O. Cell line: SNB-75. Synergy scores: CSS=14.9, Synergy_ZIP=-9.49, Synergy_Bliss=-6.13, Synergy_Loewe=-3.01, Synergy_HSA=-2.91. (9) Drug 1: C1CN1P(=S)(N2CC2)N3CC3. Drug 2: CCC1=C2CN3C(=CC4=C(C3=O)COC(=O)C4(CC)O)C2=NC5=C1C=C(C=C5)O. Cell line: MCF7. Synergy scores: CSS=28.5, Synergy_ZIP=-8.45, Synergy_Bliss=-0.518, Synergy_Loewe=0.466, Synergy_HSA=2.94. (10) Cell line: OVCAR-4. Drug 1: CC(CN1CC(=O)NC(=O)C1)N2CC(=O)NC(=O)C2. Drug 2: COC1=CC(=CC(=C1O)OC)C2C3C(COC3=O)C(C4=CC5=C(C=C24)OCO5)OC6C(C(C7C(O6)COC(O7)C8=CC=CS8)O)O. Synergy scores: CSS=12.9, Synergy_ZIP=0.660, Synergy_Bliss=0.568, Synergy_Loewe=3.17, Synergy_HSA=3.26.